From a dataset of Forward reaction prediction with 1.9M reactions from USPTO patents (1976-2016). Predict the product of the given reaction. (1) Given the reactants FC1C=C2C(C(I)=CN2S(C2C=CC=CC=2)(=O)=O)=CC=1.C1(S([N:30]2[C:38]3[C:33](=[CH:34][CH:35]=[C:36]([F:39])[CH:37]=3)[C:32]([C:40]3[CH:41]=[CH:42][C:43]4[O:47][C:46]([CH2:48][N:49]5[CH2:54][CH2:53][N:52]([CH3:55])[CH2:51][CH2:50]5)=[N:45][C:44]=4[CH:56]=3)=[CH:31]2)(=O)=O)C=CC=CC=1, predict the reaction product. The product is: [F:39][C:36]1[CH:37]=[C:38]2[C:33]([C:32]([C:40]3[CH:41]=[CH:42][C:43]4[O:47][C:46]([CH2:48][N:49]5[CH2:54][CH2:53][N:52]([CH3:55])[CH2:51][CH2:50]5)=[N:45][C:44]=4[CH:56]=3)=[CH:31][NH:30]2)=[CH:34][CH:35]=1. (2) The product is: [O:1]=[C:2]1[C:6]2=[CH:7][NH:8][C:9]3[CH:10]=[CH:11][CH:12]=[CH:13][C:14]=3[C:5]2=[N:4][N:3]1[C:15]1[CH:16]=[CH:17][C:18]([C:19]([NH:36][CH:37]([CH2:38][C:39]2[CH:44]=[CH:43][CH:42]=[CH:41][CH:40]=2)[C:45]([OH:47])=[O:46])=[O:21])=[CH:22][CH:23]=1. Given the reactants [O:1]=[C:2]1[C:6]2=[CH:7][NH:8][C:9]3[CH:10]=[CH:11][CH:12]=[CH:13][C:14]=3[C:5]2=[N:4][N:3]1[C:15]1[CH:23]=[CH:22][C:18]([C:19]([OH:21])=O)=[CH:17][CH:16]=1.C(N1C=CN=C1)(N1C=CN=C1)=O.[NH2:36][C@H:37]([C:45]([OH:47])=[O:46])[CH2:38][C:39]1[CH:44]=[CH:43][CH:42]=[CH:41][CH:40]=1, predict the reaction product. (3) Given the reactants [F:1][C:2]1[CH:8]=[C:7]([F:9])[CH:6]=[CH:5][C:3]=1[NH2:4].C([O-])(O)=O.[Na+].[CH3:15][C:16]([O:19][C:20](O[C:20]([O:19][C:16]([CH3:18])([CH3:17])[CH3:15])=[O:21])=[O:21])([CH3:18])[CH3:17], predict the reaction product. The product is: [C:16]([O:19][C:20](=[O:21])[NH:4][C:3]1[CH:5]=[CH:6][C:7]([F:9])=[CH:8][C:2]=1[F:1])([CH3:18])([CH3:17])[CH3:15]. (4) The product is: [F:22][C:15]1[CH:16]=[CH:17][CH:18]=[C:19]([O:20][CH3:21])[C:14]=1[C:11]1[CH:12]=[CH:13][C:8]2[N:7]=[C:30]([C:32]3[CH:33]=[C:34]([CH:37]=[CH:38][CH:39]=3)[C:35]#[N:36])[CH2:29][C:28](=[O:40])[NH:23][C:9]=2[CH:10]=1. Given the reactants C(OC(=O)[NH:7][C:8]1[CH:13]=[CH:12][C:11]([C:14]2[C:19]([O:20][CH3:21])=[CH:18][CH:17]=[CH:16][C:15]=2[F:22])=[CH:10][C:9]=1[NH2:23])(C)(C)C.CC1(C)O[C:30]([C:32]2[CH:33]=[C:34]([CH:37]=[CH:38][CH:39]=2)[C:35]#[N:36])=[CH:29][C:28](=[O:40])O1.C(O)(C(F)(F)F)=O, predict the reaction product. (5) Given the reactants [C:1]([C:5]1[N:9]([CH2:10][CH:11]2[CH2:16][CH2:15][O:14][CH2:13][CH2:12]2)[C:8]2[CH:17]=[CH:18][C:19]([S:21](Cl)(=[O:23])=[O:22])=[CH:20][C:7]=2[N:6]=1)([CH3:4])([CH3:3])[CH3:2].[C:25]([NH2:29])([CH3:28])([CH3:27])[CH3:26], predict the reaction product. The product is: [C:25]([NH:29][S:21]([C:19]1[CH:18]=[CH:17][C:8]2[N:9]([CH2:10][CH:11]3[CH2:16][CH2:15][O:14][CH2:13][CH2:12]3)[C:5]([C:1]([CH3:4])([CH3:3])[CH3:2])=[N:6][C:7]=2[CH:20]=1)(=[O:23])=[O:22])([CH3:28])([CH3:27])[CH3:26]. (6) Given the reactants [C:1]([O:5]C(=O)NC[C@@H](NCC1CCN(C2C=CC(=O)N(C)N=2)CC1)C)(C)(C)[CH3:2].[C:28]([O:32][C:33](=[O:54])[NH:34][C@@H:35]([CH3:53])[CH2:36][NH:37][CH2:38][CH:39]1[CH2:44][CH2:43][N:42]([C:45]2[CH:50]=[CH:49][C:48](=[O:51])[N:47]([CH3:52])[N:46]=2)[CH2:41][CH2:40]1)([CH3:31])([CH3:30])[CH3:29].C(N(CC)CC)C.BrCC([Cl:66])=O, predict the reaction product. The product is: [C:28]([O:32][C:33](=[O:54])[NH:34][C@@H:35]([CH3:53])[CH2:36][N:37]([C:1](=[O:5])[CH2:2][Cl:66])[CH2:38][CH:39]1[CH2:40][CH2:41][N:42]([C:45]2[CH:50]=[CH:49][C:48](=[O:51])[N:47]([CH3:52])[N:46]=2)[CH2:43][CH2:44]1)([CH3:31])([CH3:30])[CH3:29].